From a dataset of Forward reaction prediction with 1.9M reactions from USPTO patents (1976-2016). Predict the product of the given reaction. Given the reactants [CH3:1][S:2]([C:5]1[CH:6]=[C:7]([C:11]2[S:15][C:14]([CH2:16][NH:17][S:18]([C:21]3[CH:26]=[CH:25][CH:24]=[CH:23][C:22]=3[C:27]([F:30])([F:29])[F:28])(=[O:20])=[O:19])=[CH:13][CH:12]=2)[CH:8]=[CH:9][CH:10]=1)(=[O:4])=[O:3].Cl[CH2:32][CH2:33][N:34]1[CH2:38][CH2:37][CH2:36][CH2:35]1.C(=O)([O-])[O-].[Cs+].[Cs+], predict the reaction product. The product is: [CH3:1][S:2]([C:5]1[CH:6]=[C:7]([C:11]2[S:15][C:14]([CH2:16][N:17]([CH2:32][CH2:33][N:34]3[CH2:38][CH2:37][CH2:36][CH2:35]3)[S:18]([C:21]3[CH:26]=[CH:25][CH:24]=[CH:23][C:22]=3[C:27]([F:30])([F:28])[F:29])(=[O:20])=[O:19])=[CH:13][CH:12]=2)[CH:8]=[CH:9][CH:10]=1)(=[O:3])=[O:4].